Task: Predict the reactants needed to synthesize the given product.. Dataset: Full USPTO retrosynthesis dataset with 1.9M reactions from patents (1976-2016) Given the product [F:26][C:27]1[CH:28]=[C:29]([NH2:39])[CH:30]=[CH:31][C:32]=1[N:33]1[CH2:34][CH2:35][O:36][CH2:37][CH2:38]1.[CH3:1][O:2][C:3]1[CH:4]=[C:5]([C:11]2[N:12]=[C:13]([NH:23][CH2:24][CH3:25])[S:14][C:15]=2[C:16]2[CH:21]=[CH:20][N:19]=[C:18]([NH:39][C:29]3[CH:30]=[CH:31][C:32]([N:33]4[CH2:34][CH2:35][O:36][CH2:37][CH2:38]4)=[C:27]([F:26])[CH:28]=3)[N:17]=2)[CH:6]=[C:7]([O:9][CH3:10])[CH:8]=1, predict the reactants needed to synthesize it. The reactants are: [CH3:1][O:2][C:3]1[CH:4]=[C:5]([C:11]2[N:12]=[C:13]([NH:23][CH2:24][CH3:25])[S:14][C:15]=2[C:16]2[CH:21]=[CH:20][N:19]=[C:18](Cl)[N:17]=2)[CH:6]=[C:7]([O:9][CH3:10])[CH:8]=1.[F:26][C:27]1[CH:28]=[C:29]([NH2:39])[CH:30]=[CH:31][C:32]=1[N:33]1[CH2:38][CH2:37][O:36][CH2:35][CH2:34]1.